Dataset: Catalyst prediction with 721,799 reactions and 888 catalyst types from USPTO. Task: Predict which catalyst facilitates the given reaction. (1) Reactant: [Cl:1][C:2]1[CH:3]=[C:4]([N:8]2[C:12]([C:13]#[N:14])=[CH:11][C:10]([C:15]([F:18])([F:17])[F:16])=[N:9]2)[CH:5]=[CH:6][CH:7]=1.CO. Product: [ClH:1].[Cl:1][C:2]1[CH:3]=[C:4]([N:8]2[C:12]([CH2:13][NH2:14])=[CH:11][C:10]([C:15]([F:16])([F:17])[F:18])=[N:9]2)[CH:5]=[CH:6][CH:7]=1. The catalyst class is: 7. (2) Reactant: [Cl:1][C:2]1[CH:3]=[C:4]([NH:9][C:10]2[C:19]3[C:14](=[CH:15][CH:16]=[C:17]([NH:20][CH2:21][C:22]4[N:23]([CH2:27][C:28]([NH:30][CH:31]5[CH2:36][CH2:35][N:34](C(OC(C)(C)C)=O)[CH2:33][CH2:32]5)=[O:29])[CH:24]=[CH:25][N:26]=4)[CH:18]=3)[N:13]=[CH:12][C:11]=2[C:44]#[N:45])[CH:5]=[CH:6][C:7]=1[F:8].FC(F)(F)C(O)=O. Product: [Cl:1][C:2]1[CH:3]=[C:4]([NH:9][C:10]2[C:19]3[C:14](=[CH:15][CH:16]=[C:17]([NH:20][CH2:21][C:22]4[N:23]([CH2:27][C:28]([NH:30][CH:31]5[CH2:36][CH2:35][NH:34][CH2:33][CH2:32]5)=[O:29])[CH:24]=[CH:25][N:26]=4)[CH:18]=3)[N:13]=[CH:12][C:11]=2[C:44]#[N:45])[CH:5]=[CH:6][C:7]=1[F:8]. The catalyst class is: 68. (3) The catalyst class is: 350. Product: [CH2:1]([CH:3]1[CH2:7][C:6](=[O:8])[CH2:5][CH:4]1[C:9]([O:11][CH2:12][CH3:13])=[O:10])[CH3:2]. Reactant: [CH2:1]([C:3]1[CH:4]([C:9]([O:11][CH2:12][CH3:13])=[O:10])[CH2:5][C:6](=[O:8])[CH:7]=1)[CH3:2]. (4) Reactant: [NH2:1][C:2]1[CH:9]=[CH:8][C:7]([C:10]2[CH:15]=[CH:14][N:13]=[C:12]([NH:16][C:17]3[CH:22]=[CH:21][C:20]([N:23]4[CH2:28][CH2:27][O:26][CH2:25][CH2:24]4)=[CH:19][CH:18]=3)[N:11]=2)=[CH:6][C:3]=1[C:4]#[N:5].[CH3:29][CH:30]([CH3:35])[CH2:31][C:32](Cl)=[O:33]. Product: [C:4]([C:3]1[CH:6]=[C:7]([C:10]2[CH:15]=[CH:14][N:13]=[C:12]([NH:16][C:17]3[CH:18]=[CH:19][C:20]([N:23]4[CH2:24][CH2:25][O:26][CH2:27][CH2:28]4)=[CH:21][CH:22]=3)[N:11]=2)[CH:8]=[CH:9][C:2]=1[NH:1][C:32](=[O:33])[CH2:31][CH:30]([CH3:35])[CH3:29])#[N:5]. The catalyst class is: 17. (5) Reactant: [O:1]1[CH2:3][CH:2]1[CH2:4][N:5]1[C:13]2[C:8](=[C:9]([OH:14])[CH:10]=[CH:11][CH:12]=2)[CH:7]=[CH:6]1.[CH2:15](OC1C=CC=C2C=1C=CN2)[C:16]1[CH:21]=[CH:20][CH:19]=[CH:18][CH:17]=1.BrCC1CO1.[H-].[Na+].C([O-])(O)=O.[Na+]. Product: [CH2:15]([O:14][C:9]1[CH:10]=[CH:11][CH:12]=[C:13]2[C:8]=1[CH:7]=[CH:6][N:5]2[CH2:4][CH:2]1[CH2:3][O:1]1)[C:16]1[CH:21]=[CH:20][CH:19]=[CH:18][CH:17]=1. The catalyst class is: 1.